Dataset: Full USPTO retrosynthesis dataset with 1.9M reactions from patents (1976-2016). Task: Predict the reactants needed to synthesize the given product. (1) The reactants are: [Br:1][C:2]1[C:3]([C:9]([F:12])([F:11])[F:10])=[CH:4][C:5](Cl)=[N:6][CH:7]=1.[CH3:13][O-:14].[Na+]. Given the product [Br:1][C:2]1[C:3]([C:9]([F:12])([F:11])[F:10])=[CH:4][C:5]([O:14][CH3:13])=[N:6][CH:7]=1, predict the reactants needed to synthesize it. (2) Given the product [Br:1][C:2]1[CH:7]=[CH:6][C:5]([O:8][CH:12]2[CH:16]=[C:15]([CH3:17])[C:14](=[O:18])[N:13]2[CH2:19][C:20]#[CH:21])=[CH:4][CH:3]=1, predict the reactants needed to synthesize it. The reactants are: [Br:1][C:2]1[CH:7]=[CH:6][C:5]([OH:8])=[CH:4][CH:3]=1.[H-].[Na+].Cl[CH:12]1[CH:16]=[C:15]([CH3:17])[C:14](=[O:18])[N:13]1[CH2:19][C:20]#[CH:21].C([O-])([O-])=O.[Na+].[Na+]. (3) The reactants are: C(OC([N:8]1[CH2:13][CH2:12][N:11]([C:14]([C:16]2[C:24]3[C:19](=[CH:20][N:21]=[CH:22][CH:23]=3)[N:18]([C:25]3[CH:30]=[CH:29][CH:28]=[CH:27][CH:26]=3)[C:17]=2[O:31][C:32]2[C:37]([CH3:38])=[CH:36][CH:35]=[C:34]([F:39])[C:33]=2[CH3:40])=[O:15])[CH2:10][CH2:9]1)=O)(C)(C)C.Cl.Cl.Cl.FC1C(C)=C(C(C)=CC=1)OC1N(C2C=CC=CC=2)C2=CN=CC=C2C=1C(N1CCNCC1)=O. Given the product [F:39][C:34]1[C:33]([CH3:40])=[C:32]([C:37]([CH3:38])=[CH:36][CH:35]=1)[O:31][C:17]1[N:18]([C:25]2[CH:26]=[CH:27][CH:28]=[CH:29][CH:30]=2)[C:19]2=[CH:20][N:21]=[CH:22][CH:23]=[C:24]2[C:16]=1[C:14]([N:11]1[CH2:10][CH2:9][NH:8][CH2:13][CH2:12]1)=[O:15], predict the reactants needed to synthesize it. (4) Given the product [CH3:33][O:34][C:24]1[CH:29]=[CH:28][C:27]([C:2]2[S:6][C:5]([C:7]3[CH:12]=[CH:11][N:10]=[C:9]([NH:13][CH2:14][CH2:15][N:16]4[CH2:20][CH2:19][NH:18][C:17]4=[O:21])[N:8]=3)=[CH:4][CH:3]=2)=[CH:26][CH:25]=1, predict the reactants needed to synthesize it. The reactants are: Br[C:2]1[S:6][C:5]([C:7]2[CH:12]=[CH:11][N:10]=[C:9]([NH:13][CH2:14][CH2:15][N:16]3[CH2:20][CH2:19][NH:18][C:17]3=[O:21])[N:8]=2)=[CH:4][CH:3]=1.C([C:24]1[CH:29]=[CH:28][C:27](B(O)O)=[CH:26][CH:25]=1)C.[C:33](=O)([O-])[O-:34].[Na+].[Na+]. (5) Given the product [Cl:1][C:2]1[CH:7]=[C:6]([CH3:8])[N:5]=[C:4]2[N:9]([CH3:15])[CH:10]=[C:11]([I:12])[C:3]=12, predict the reactants needed to synthesize it. The reactants are: [Cl:1][C:2]1[CH:7]=[C:6]([CH3:8])[N:5]=[C:4]2[NH:9][CH:10]=[C:11]([I:12])[C:3]=12.[H-].[Na+].[CH3:15]I. (6) The reactants are: [OH:1][C:2]([C:5]([OH:8])(C)[CH3:6])(C)C.[O-:9][CH2:10][CH2:11]CC.[O-][CH2:15]CCC.[O-]CCCC.[O-]CCCC.[Ti+4:29]. Given the product [CH3:6][CH:5]([O:8][C:10]([CH3:11])=[O:9])[CH2:2][O:1][CH3:15].[Ti:29], predict the reactants needed to synthesize it. (7) Given the product [CH2:12]([O:1][C:2]1[CH:3]=[C:4]([CH:5]=[CH:6][C:7]=1[O:23][CH2:20][C:2]1[CH:3]=[CH:4][CH:5]=[CH:6][CH:7]=1)[NH2:9])[C:13]1[CH:18]=[CH:17][CH:16]=[CH:15][CH:14]=1, predict the reactants needed to synthesize it. The reactants are: [OH:1][C:2]1[CH:3]=[C:4]([N+:9]([O-])=O)[CH:5]=[CH:6][C:7]=1O.[CH2:12](Br)[C:13]1[CH:18]=[CH:17][CH:16]=[CH:15][CH:14]=1.[C:20](=[O:23])([O-])[O-].[K+].[K+].S(S([O-])=O)([O-])=O.[Na+].[Na+].